This data is from Forward reaction prediction with 1.9M reactions from USPTO patents (1976-2016). The task is: Predict the product of the given reaction. Given the reactants [C:1]([O:5][C:6]([N:8]1[CH2:11][CH:10]([C:12](O)=[O:13])[CH2:9]1)=[O:7])([CH3:4])([CH3:3])[CH3:2].CSC.B.Cl, predict the reaction product. The product is: [OH:13][CH2:12][CH:10]1[CH2:11][N:8]([C:6]([O:5][C:1]([CH3:4])([CH3:3])[CH3:2])=[O:7])[CH2:9]1.